Dataset: Forward reaction prediction with 1.9M reactions from USPTO patents (1976-2016). Task: Predict the product of the given reaction. The product is: [C:28]([C:26]1[O:25][N:24]=[C:23]([NH:22][C:21]([C@@H:16]2[CH2:17][CH2:18][C:19](=[O:20])[N:15]2[C:12]2[CH:13]=[CH:14][C:9]([NH:7][CH3:6])=[CH:10][CH:11]=2)=[O:32])[CH:27]=1)([CH3:31])([CH3:29])[CH3:30]. Given the reactants C(O[C:6](=O)[N:7]([C:9]1[CH:14]=[CH:13][C:12]([N:15]2[C:19](=[O:20])[CH2:18][CH2:17][C@H:16]2[C:21](=[O:32])[NH:22][C:23]2[CH:27]=[C:26]([C:28]([CH3:31])([CH3:30])[CH3:29])[O:25][N:24]=2)=[CH:11][CH:10]=1)C)(C)(C)C.FC(F)(F)C(O)=O, predict the reaction product.